From a dataset of Full USPTO retrosynthesis dataset with 1.9M reactions from patents (1976-2016). Predict the reactants needed to synthesize the given product. (1) The reactants are: [CH3:1][O:2][C:3]1[CH:8]=[C:7]([CH2:9][OH:10])[CH:6]=[C:5]([O:11][CH3:12])[N:4]=1.CC(OI1(OC(C)=O)(OC(C)=O)OC(=O)C2C=CC=CC1=2)=O. Given the product [CH3:12][O:11][C:5]1[CH:6]=[C:7]([CH:9]=[O:10])[CH:8]=[C:3]([O:2][CH3:1])[N:4]=1, predict the reactants needed to synthesize it. (2) The reactants are: [CH3:1][O:2][C:3]1[CH:22]=[CH:21][C:6]([CH2:7][C@@H:8]2[C:12]3=[N:13][C:14]4[CH:19]=[CH:18][CH:17]=[CH:16][C:15]=4[N:11]3[C:10](=[O:20])[NH:9]2)=[CH:5][CH:4]=1.[CH:23]12[CH2:29][CH:26]([NH:27][CH2:28]1)[CH2:25][N:24]2[C:30]([O:32][C:33]([CH3:36])([CH3:35])[CH3:34])=[O:31].C(O)(C(F)(F)F)=O. Given the product [NH:13]1[C:14]2[CH:19]=[CH:18][CH:17]=[CH:16][C:15]=2[N:11]=[C:12]1[C@H:8]([NH:9][C:10]([N:27]1[CH2:28][CH:23]2[CH2:29][CH:26]1[CH2:25][N:24]2[C:30]([O:32][C:33]([CH3:36])([CH3:35])[CH3:34])=[O:31])=[O:20])[CH2:7][C:6]1[CH:5]=[CH:4][C:3]([O:2][CH3:1])=[CH:22][CH:21]=1, predict the reactants needed to synthesize it.